The task is: Binary Classification. Given a drug SMILES string, predict its activity (active/inactive) in a high-throughput screening assay against a specified biological target.. This data is from KCNQ2 potassium channel screen with 302,405 compounds. (1) The molecule is Clc1ccc(N2CCN(CC2)C(=O)c2nn(c3c2CS(=O)(=O)c2c3cccc2)C)cc1. The result is 0 (inactive). (2) The molecule is FC(F)(F)C(NC(=O)NC(=O)N)(C(F)(F)F)C. The result is 0 (inactive). (3) The result is 0 (inactive). The molecule is O=C(N1C(c2n(CC1)c(cc2)C)C)c1ccc(cc1)C. (4) The molecule is S=C(N1CCN(CC1)C)Nc1c(cc(cc1)C)C. The result is 0 (inactive). (5) The compound is S(=O)(=O)(NCCc1c(OC)cccc1)c1cc2c3N(CCCc3c1)C(=O)C2C. The result is 0 (inactive). (6) The compound is O=C1N(CC(=O)Nc2c(C(C)(C)C)cccc2)C(=O)NC1Cc1ccccc1. The result is 0 (inactive). (7) The molecule is S(=O)(=O)(N1N=C(CC1c1ccccc1)c1cc(NS(=O)(=O)C)ccc1)C. The result is 0 (inactive). (8) The molecule is O1C(N(CC1)C(=O)c1ccccc1)C(C\C=C(/C)C)(C)C. The result is 0 (inactive). (9) The molecule is S(=O)(=O)(CCC(=O)Nc1cc2OCOc2cc1)c1ccc(cc1)C. The result is 0 (inactive). (10) The molecule is FC(F)(F)c1ccc(CN2C(C34C(C(C(C3)(C4)c3cc(ccc3)C(OC)=O)c3ccccc3)C2)c2ccccc2)cc1. The result is 0 (inactive).